This data is from Full USPTO retrosynthesis dataset with 1.9M reactions from patents (1976-2016). The task is: Predict the reactants needed to synthesize the given product. (1) Given the product [NH2:17][C:11]1[O:12][CH2:13][C:14]([F:16])([F:15])[C@@:9]2([C:18]3[C:5](=[CH:4][CH:3]=[C:2]([C:28]4[CH:29]=[N:30][CH:31]=[C:32]([CH:35]=4)[C:33]#[N:34])[CH:19]=3)[CH2:6][CH2:7][CH2:8]2)[N:10]=1, predict the reactants needed to synthesize it. The reactants are: Br[C:2]1[CH:19]=[C:18]2[C:5]([CH2:6][CH2:7][CH2:8][C@@:9]32[C:14]([F:16])([F:15])[CH2:13][O:12][C:11]([NH2:17])=[N:10]3)=[CH:4][CH:3]=1.CC1(C)C(C)(C)OB([C:28]2[CH:29]=[N:30][CH:31]=[C:32]([CH:35]=2)[C:33]#[N:34])O1. (2) Given the product [F:38][C:25]1[C:24]([C:22]([C:21]2[C:15]3[C:16](=[N:17][CH:18]=[C:13]([C:10]4[CH:11]=[N:12][C:7]([CH2:6][CH2:5][CH3:4])=[CH:8][CH:9]=4)[CH:14]=3)[NH:19][CH:20]=2)=[O:23])=[C:29]([F:30])[CH:28]=[CH:27][C:26]=1[NH:31][S:32]([CH2:35][CH2:36][CH3:37])(=[O:34])=[O:33], predict the reactants needed to synthesize it. The reactants are: C(N(CC)[CH2:4][C:5]#[C:6][C:7]1[N:12]=[CH:11][C:10]([C:13]2[CH:14]=[C:15]3[C:21]([C:22]([C:24]4[C:25]([F:38])=[C:26]([NH:31][S:32]([CH2:35][CH2:36][CH3:37])(=[O:34])=[O:33])[CH:27]=[CH:28][C:29]=4[F:30])=[O:23])=[CH:20][NH:19][C:16]3=[N:17][CH:18]=2)=[CH:9][CH:8]=1)C. (3) Given the product [C:1]([O:5][C:6]([N:8]1[CH2:13][CH2:12][N:11]([C:14]2[CH:19]=[CH:18][C:17]([NH2:20])=[C:16]([F:23])[CH:15]=2)[CH2:10][CH2:9]1)=[O:7])([CH3:4])([CH3:2])[CH3:3], predict the reactants needed to synthesize it. The reactants are: [C:1]([O:5][C:6]([N:8]1[CH2:13][CH2:12][N:11]([C:14]2[CH:19]=[CH:18][C:17]([N+:20]([O-])=O)=[C:16]([F:23])[CH:15]=2)[CH2:10][CH2:9]1)=[O:7])([CH3:4])([CH3:3])[CH3:2].[Cl-].[NH4+].